From a dataset of Reaction yield outcomes from USPTO patents with 853,638 reactions. Predict the reaction yield, written as a fraction of the theoretical maximum amount of product (1.0 means a 100% yield; for example, 0.34 means a 34% yield). (1) The reactants are [CH3:1][S:2][C:3]1[N:8]=[C:7]([C:9]2[S:13][C:12]([S:14](Cl)(=[O:16])=[O:15])=[CH:11][CH:10]=2)[CH:6]=[CH:5][N:4]=1.[NH2:18][C:19]1[CH:20]=[C:21]([C:25]2[NH:29][N:28]=[N:27][N:26]=2)[CH:22]=[CH:23][CH:24]=1. No catalyst specified. The product is [CH3:1][S:2][C:3]1[N:8]=[C:7]([C:9]2[S:13][C:12]([S:14]([NH:18][C:19]3[CH:24]=[CH:23][CH:22]=[C:21]([C:25]4[NH:29][N:28]=[N:27][N:26]=4)[CH:20]=3)(=[O:16])=[O:15])=[CH:11][CH:10]=2)[CH:6]=[CH:5][N:4]=1. The yield is 0.430. (2) The reactants are C([O:3][C:4]([C:6]1[CH:10]=[C:9]([C:11]2[CH:16]=[C:15]([Cl:17])[CH:14]=[CH:13][C:12]=2[F:18])[O:8][N:7]=1)=O)C.[H-].C([Al+]CC(C)C)C(C)C. The catalyst is ClCCl. The product is [Cl:17][C:15]1[CH:14]=[CH:13][C:12]([F:18])=[C:11]([C:9]2[O:8][N:7]=[C:6]([CH:4]=[O:3])[CH:10]=2)[CH:16]=1. The yield is 0.840. (3) The reactants are OC(C(F)(F)F)=O.[NH:8]1[CH2:11][CH:10]([C:12]2[CH:33]=[CH:32][C:15]3[C:16]4[N:17]=[C:18]([C:24]5[N:25]([CH:29]([CH3:31])[CH3:30])[N:26]=[CH:27][N:28]=5)[S:19][C:20]=4[CH2:21][CH2:22][O:23][C:14]=3[CH:13]=2)[CH2:9]1.C(N(CC)CC)C.Cl[CH2:42][CH2:43][S:44](Cl)(=[O:46])=[O:45]. The catalyst is C(Cl)Cl. The product is [CH:43]([S:44]([N:8]1[CH2:11][CH:10]([C:12]2[CH:33]=[CH:32][C:15]3[C:16]4[N:17]=[C:18]([C:24]5[N:25]([CH:29]([CH3:31])[CH3:30])[N:26]=[CH:27][N:28]=5)[S:19][C:20]=4[CH2:21][CH2:22][O:23][C:14]=3[CH:13]=2)[CH2:9]1)(=[O:46])=[O:45])=[CH2:42]. The yield is 0.820. (4) The reactants are [NH2:1][C:2]1[CH:7]=[C:6]([F:8])[C:5]([Cl:9])=[CH:4][C:3]=1[CH2:10][OH:11]. The catalyst is C(Cl)(Cl)Cl.O=[Mn]=O. The product is [NH2:1][C:2]1[CH:7]=[C:6]([F:8])[C:5]([Cl:9])=[CH:4][C:3]=1[CH:10]=[O:11]. The yield is 0.870.